From a dataset of Forward reaction prediction with 1.9M reactions from USPTO patents (1976-2016). Predict the product of the given reaction. (1) Given the reactants [C:1]1(CO)(CO)[CH2:6][CH2:5]C=[CH:3][CH2:2]1.S(Cl)(Cl)=[O:12].[C-]#N.[Na+].[C:18]([Si:22](C)(C)Cl)([CH3:21])([CH3:20])[CH3:19].N1C=CN=C1.[CH3:36][CH:37]([CH2:39][AlH][CH2:36][CH:37]([CH3:39])[CH3:38])[CH3:38].C([O:42][CH2:43]C)C, predict the reaction product. The product is: [C:18]([SiH2:22][O:12][C:37]([CH3:38])([CH3:39])[C:36]1([CH:43]=[O:42])[CH2:5][CH2:6][CH:1]=[CH:2][CH2:3]1)([CH3:21])([CH3:20])[CH3:19]. (2) Given the reactants Cl[C:2]1[N:7]=[CH:6][N:5]=[C:4]([NH:8][C@H:9]2[CH2:13][C@H:12]([OH:14])[C@H:11]([CH2:15][OH:16])[CH2:10]2)[CH:3]=1.ClC1N=CN=C(N[C@H]2C[C@@H]3OC(C4C=CC(OC)=CC=4)OC[C@@H]3C2)C=1.[NH2:42][C@@H:43]1[C:51]2[C:46](=[CH:47][CH:48]=[CH:49][CH:50]=2)[CH2:45][CH2:44]1, predict the reaction product. The product is: [C@@H:43]1([NH:42][C:2]2[N:7]=[CH:6][N:5]=[C:4]([NH:8][C@H:9]3[CH2:13][C@H:12]([OH:14])[C@H:11]([CH2:15][OH:16])[CH2:10]3)[CH:3]=2)[C:51]2[C:46](=[CH:47][CH:48]=[CH:49][CH:50]=2)[CH2:45][CH2:44]1. (3) Given the reactants [Cl:1][C:2]1[S:6][C:5]([S:7]([NH:10][C:11]([NH:13][C:14]2[CH:19]=[CH:18][C:17]([N:20]3[C:29](=[O:30])[C:28]4[C:23](=[CH:24][C:25](N)=[CH:26][CH:27]=4)[NH:22][C:21]3=[O:32])=[CH:16][CH:15]=2)=[O:12])(=[O:9])=[O:8])=[CH:4][CH:3]=1.C(O)(=O)C.[S:37]1[CH:41]=[CH:40][CH:39]=[C:38]1C=O.C([BH3-])#[N:45].[Na+], predict the reaction product. The product is: [Cl:1][C:2]1[S:6][C:5]([S:7]([NH:10][C:11]([NH:13][C:14]2[CH:19]=[CH:18][C:17]([N:20]3[C:29](=[O:30])[C:28]4[C:23](=[CH:24][C:25]([C:38]5[S:37][CH:41]=[CH:40][CH:39]=5)=[CH:26][CH:27]=4)[N:22]([NH2:45])[C:21]3=[O:32])=[CH:16][CH:15]=2)=[O:12])(=[O:9])=[O:8])=[CH:4][CH:3]=1. (4) Given the reactants [F:1][C:2]1[CH:3]=[CH:4][C:5]2[S:9][C:8]([S:10](O)(=[O:12])=[O:11])=[C:7]([CH3:14])[C:6]=2[CH:15]=1.O=P(Cl)(Cl)[Cl:18], predict the reaction product. The product is: [F:1][C:2]1[CH:3]=[CH:4][C:5]2[S:9][C:8]([S:10]([Cl:18])(=[O:12])=[O:11])=[C:7]([CH3:14])[C:6]=2[CH:15]=1.